From a dataset of Peptide-MHC class II binding affinity with 134,281 pairs from IEDB. Regression. Given a peptide amino acid sequence and an MHC pseudo amino acid sequence, predict their binding affinity value. This is MHC class II binding data. The peptide sequence is YTTEGGTKGEAKDVI. The MHC is HLA-DQA10301-DQB10302 with pseudo-sequence HLA-DQA10301-DQB10302. The binding affinity (normalized) is 0.0978.